Dataset: Reaction yield outcomes from USPTO patents with 853,638 reactions. Task: Predict the reaction yield, written as a fraction of the theoretical maximum amount of product (1.0 means a 100% yield; for example, 0.34 means a 34% yield). (1) The reactants are [Br:1][C:2]1[CH:3]=[C:4]([N+:19]([O-:21])=[O:20])[C:5]([CH:8](C(OCC)=O)C(OCC)=O)=[N:6][CH:7]=1.C(=O)(O)[O-].[Na+]. The catalyst is Cl. The product is [Br:1][C:2]1[CH:3]=[C:4]([N+:19]([O-:21])=[O:20])[C:5]([CH3:8])=[N:6][CH:7]=1. The yield is 0.720. (2) The reactants are [F:1][C:2]([F:7])([F:6])[C:3]([OH:5])=[O:4].[CH2:8]([S:10]([N:13]1[CH2:18][CH2:17][CH:16]([C:19]2[C:27]3[C:22](=[C:23]([C:39]([NH2:41])=[O:40])[CH:24]=[C:25]([C:28]4[CH:29]=[N:30][N:31]([CH2:33][CH2:34][NH:35][CH2:36][CH2:37]O)[CH:32]=4)[CH:26]=3)[NH:21][CH:20]=2)[CH2:15][CH2:14]1)(=[O:12])=[O:11])[CH3:9].[CH3:42]C(N)C.NCCO. No catalyst specified. The product is [F:1][C:2]([F:7])([F:6])[C:3]([OH:5])=[O:4].[CH2:8]([S:10]([N:13]1[CH2:18][CH2:17][CH:16]([C:19]2[C:27]3[C:22](=[C:23]([C:39]([NH2:41])=[O:40])[CH:24]=[C:25]([C:28]4[CH:29]=[N:30][N:31]([CH2:33][CH2:34][NH:35][CH:36]([CH3:42])[CH3:37])[CH:32]=4)[CH:26]=3)[NH:21][CH:20]=2)[CH2:15][CH2:14]1)(=[O:11])=[O:12])[CH3:9]. The yield is 0.350.